From a dataset of Forward reaction prediction with 1.9M reactions from USPTO patents (1976-2016). Predict the product of the given reaction. (1) Given the reactants [CH3:1][NH:2][CH:3]1[C:19]2[C:12](=[CH:13][CH:14]=[C:15]([S:20][CH3:21])[C:16]([CH:18]=2)=[O:17])[C:11]2[C:6](=[CH:7][C:8]([O:26][CH3:27])=[C:9]([O:24][CH3:25])[C:10]=2[O:22][CH3:23])[CH2:5][CH2:4]1.N1C=CC=CC=1.[Cl:34][CH2:35][C:36]1[CH:37]=[C:38]([CH:42]=[CH:43][CH:44]=1)[C:39](Cl)=[O:40].O, predict the reaction product. The product is: [Cl:34][CH2:35][C:36]1[CH:37]=[C:38]([CH:42]=[CH:43][CH:44]=1)[C:39]([N:2]([CH3:1])[C@@H:3]1[C:19]2[C:12](=[CH:13][CH:14]=[C:15]([S:20][CH3:21])[C:16](=[O:17])[CH:18]=2)[C:11]2[C:10]([O:22][CH3:23])=[C:9]([O:24][CH3:25])[C:8]([O:26][CH3:27])=[CH:7][C:6]=2[CH2:5][CH2:4]1)=[O:40]. (2) Given the reactants [N:1]1[C:10]2[C:5](=[CH:6][C:7]([C:11]([O:13][CH3:14])=[O:12])=[CH:8][CH:9]=2)[CH:4]=[CH:3][CH:2]=1.[Cl:15]C1C=CC=C(C(OO)=O)C=1, predict the reaction product. The product is: [Cl:15][C:2]1[CH:3]=[CH:4][C:5]2[C:10](=[CH:9][CH:8]=[C:7]([C:11]([O:13][CH3:14])=[O:12])[CH:6]=2)[N:1]=1. (3) Given the reactants [CH2:1]([O:8][C:9]1[CH:10]=[C:11]([CH:15]([NH:23][C:24]([CH:26]2[CH2:29][CH2:28][CH2:27]2)=[O:25])[C:16]2[C:21]([Cl:22])=[N:20][CH:19]=[CH:18][N:17]=2)[CH:12]=[CH:13][CH:14]=1)[C:2]1[CH:7]=[CH:6][CH:5]=[CH:4][CH:3]=1.[CH:30]1(C(O)=O)CC[CH2:31]1, predict the reaction product. The product is: [CH2:1]([O:8][C:9]1[CH:10]=[C:11]([CH:15]([NH:23][C:24]([CH:26]2[CH2:27][CH2:28][CH2:29][CH2:31][CH2:30]2)=[O:25])[C:16]2[C:21]([Cl:22])=[N:20][CH:19]=[CH:18][N:17]=2)[CH:12]=[CH:13][CH:14]=1)[C:2]1[CH:7]=[CH:6][CH:5]=[CH:4][CH:3]=1. (4) Given the reactants Cl[C:2]1[C:3]2[C:10]([C:11]3[CH:16]=[CH:15][CH:14]=[CH:13][CH:12]=3)=[CH:9][NH:8][C:4]=2[N:5]=[CH:6][N:7]=1.C1(S(N2C3N=CN=C([Cl:35])C=3C(I)=C2)(=O)=O)C=CC=CC=1.BrC1C=C(B(O)O)C=CC=1.[Br:47][C:48]1[CH:49]=[C:50]([CH:52]=[CH:53][CH:54]=1)[NH2:51], predict the reaction product. The product is: [Br:47][C:48]1[CH:49]=[C:50]([NH:51][C:2]2[C:3]3[C:10]([C:11]4[CH:16]=[CH:15][C:14]([Cl:35])=[CH:13][CH:12]=4)=[CH:9][NH:8][C:4]=3[N:5]=[CH:6][N:7]=2)[CH:52]=[CH:53][CH:54]=1. (5) Given the reactants [Cl:1][C:2]1[CH:10]=[C:9]2[C:5]([CH:6]=[C:7]([C:15]([OH:21])([CH3:20])[CH2:16][S:17][CH2:18][CH3:19])[N:8]2S(C)(=O)=O)=[CH:4][C:3]=1[F:22].[OH-].[Na+], predict the reaction product. The product is: [Cl:1][C:2]1[CH:10]=[C:9]2[C:5]([CH:6]=[C:7]([C:15]([OH:21])([CH3:20])[CH2:16][S:17][CH2:18][CH3:19])[NH:8]2)=[CH:4][C:3]=1[F:22]. (6) The product is: [CH2:31]([O:30][C:28](=[O:29])[NH:27][CH2:26][CH2:25][CH2:24][CH2:23][C:20]1[CH:21]=[CH:22][C:17]([CH2:16][CH2:15][CH2:14][CH2:13][NH:12][CH2:11][C@@H:10]([C:8]2[CH:7]=[CH:6][C:5]([O:39][CH2:40][C:41]3[CH:42]=[CH:43][CH:44]=[CH:45][CH:46]=3)=[C:4]([CH2:3][OH:2])[CH:9]=2)[OH:38])=[CH:18][CH:19]=1)[C:32]1[CH:37]=[CH:36][CH:35]=[CH:34][CH:33]=1. Given the reactants C[O:2][C:3](=O)[C:4]1[CH:9]=[C:8]([C@@H:10]([OH:38])[CH2:11][NH:12][CH2:13][CH2:14][CH2:15][CH2:16][C:17]2[CH:22]=[CH:21][C:20]([CH2:23][CH2:24][CH2:25][CH2:26][NH:27][C:28]([O:30][CH2:31][C:32]3[CH:37]=[CH:36][CH:35]=[CH:34][CH:33]=3)=[O:29])=[CH:19][CH:18]=2)[CH:7]=[CH:6][C:5]=1[O:39][CH2:40][C:41]1[CH:46]=[CH:45][CH:44]=[CH:43][CH:42]=1.[H-].C([Al+]CC(C)C)C(C)C, predict the reaction product.